From a dataset of Forward reaction prediction with 1.9M reactions from USPTO patents (1976-2016). Predict the product of the given reaction. (1) Given the reactants [CH:1]1([CH2:6][CH:7]([C:19]2[CH:24]=[CH:23][C:22]([O:25][C:26]3[CH:31]=[CH:30][CH:29]=[CH:28][CH:27]=3)=[CH:21][CH:20]=2)[C:8]([NH:10][C:11]2[S:12][CH:13]=[C:14]([C:16]([OH:18])=[O:17])[N:15]=2)=[O:9])[CH2:5][CH2:4][CH2:3][CH2:2]1.Cl.[CH3:33]O, predict the reaction product. The product is: [CH3:33][O:17][C:16]([C:14]1[N:15]=[C:11]([NH:10][C:8](=[O:9])[CH:7]([C:19]2[CH:20]=[CH:21][C:22]([O:25][C:26]3[CH:31]=[CH:30][CH:29]=[CH:28][CH:27]=3)=[CH:23][CH:24]=2)[CH2:6][CH:1]2[CH2:5][CH2:4][CH2:3][CH2:2]2)[S:12][CH:13]=1)=[O:18]. (2) The product is: [C:6]([O:5][CH2:1][CH:2]([OH:4])[CH3:3])([CH3:9])([CH3:8])[CH3:7]. Given the reactants [CH2:1]([OH:5])[CH:2]([OH:4])[CH3:3].[C:6](O)([CH3:9])([CH3:8])[CH3:7].CC(=C)C, predict the reaction product. (3) Given the reactants [CH3:1][C:2]1[NH:6][C:5]2[CH:7]=[C:8]([O:12][CH2:13][CH2:14][CH2:15][C:16]([O:18][CH2:19][CH3:20])=[O:17])[CH:9]=[C:10]([CH3:11])[C:4]=2[N:3]=1.Br[CH2:22][C:23]1[CH:28]=[CH:27][C:26]([N:29]([CH3:35])[C:30](=[O:34])[O:31][CH2:32][CH3:33])=[CH:25][C:24]=1[Cl:36], predict the reaction product. The product is: [Cl:36][C:24]1[CH:25]=[C:26]([N:29]([C:30]([O:31][CH2:32][CH3:33])=[O:34])[CH3:35])[CH:27]=[CH:28][C:23]=1[CH2:22][N:6]1[C:5]2[CH:7]=[C:8]([O:12][CH2:13][CH2:14][CH2:15][C:16]([O:18][CH2:19][CH3:20])=[O:17])[CH:9]=[C:10]([CH3:11])[C:4]=2[N:3]=[C:2]1[CH3:1]. (4) Given the reactants [OH:1][CH2:2][CH2:3][N:4](C)[C:5](=O)OC(C)(C)C.[F:13][C:14]1[CH:22]=[CH:21][C:17]([C:18]([Cl:20])=[O:19])=[CH:16][CH:15]=1.N1C=CC=CC=1, predict the reaction product. The product is: [ClH:20].[F:13][C:14]1[CH:22]=[CH:21][C:17]([C:18]([O:1][CH2:2][CH2:3][NH:4][CH3:5])=[O:19])=[CH:16][CH:15]=1. (5) Given the reactants Cl[CH2:2][C:3]([NH:5][C@@H:6]1[CH2:11][O:10][C:9]2=[N:12][C:13]([N+:15]([O-:17])=[O:16])=[CH:14][N:8]2[CH2:7]1)=[O:4].[F:18][C:19]([F:35])([F:34])[O:20][C:21]1[CH:33]=[CH:32][C:24]([O:25][CH:26]2[CH2:31][CH2:30][NH:29][CH2:28][CH2:27]2)=[CH:23][CH:22]=1, predict the reaction product. The product is: [N+:15]([C:13]1[N:12]=[C:9]2[N:8]([CH:14]=1)[CH2:7][C@H:6]([NH:5][C:3](=[O:4])[CH2:2][N:29]1[CH2:30][CH2:31][CH:26]([O:25][C:24]3[CH:23]=[CH:22][C:21]([O:20][C:19]([F:18])([F:34])[F:35])=[CH:33][CH:32]=3)[CH2:27][CH2:28]1)[CH2:11][O:10]2)([O-:17])=[O:16]. (6) Given the reactants [CH3:1][S:2]([CH2:5][CH2:6][NH:7][CH2:8][C:9]1[O:13][C:12]([C:14]2[CH:15]=[CH:16][C:17]3[N:23]=[CH:22][N:21]=[C:20]([NH:24][C:25]4[CH:26]=[CH:27][C:28]([O:32][CH2:33][C:34]5[CH:35]=[CH:36][CH:37]=[C:38]([F:40])[CH:39]=5)=[C:29]([Cl:31])[CH:30]=4)[C:18]=3[CH:19]=2)=[CH:11][CH:10]=1)(=[O:4])=[O:3].[CH3:41][C:42]1[CH:43]=[CH:44][C:45]([S:48]([OH:51])(=[O:50])=[O:49])=[CH:46][CH:47]=1, predict the reaction product. The product is: [CH3:41][C:42]1[CH:47]=[CH:46][C:45]([S:48]([OH:51])(=[O:50])=[O:49])=[CH:44][CH:43]=1.[CH3:41][C:42]1[CH:47]=[CH:46][C:45]([S:48]([OH:51])(=[O:50])=[O:49])=[CH:44][CH:43]=1.[CH3:1][S:2]([CH2:5][CH2:6][NH:7][CH2:8][C:9]1[O:13][C:12]([C:14]2[CH:15]=[CH:16][C:17]3[N:23]=[CH:22][N:21]=[C:20]([NH:24][C:25]4[CH:26]=[CH:27][C:28]([O:32][CH2:33][C:34]5[CH:35]=[CH:36][CH:37]=[C:38]([F:40])[CH:39]=5)=[C:29]([Cl:31])[CH:30]=4)[C:18]=3[CH:19]=2)=[CH:11][CH:10]=1)(=[O:4])=[O:3].[OH2:3]. (7) The product is: [O:9]1[CH2:10][CH2:11][O:12][CH:8]1[C:4]1[CH:3]=[C:2]([NH:23][C:13]2[C:22]3[C:17](=[CH:18][CH:19]=[CH:20][CH:21]=3)[CH:16]=[CH:15][CH:14]=2)[CH:7]=[CH:6][CH:5]=1. Given the reactants Br[C:2]1[CH:3]=[C:4]([CH:8]2[O:12][CH2:11][CH2:10][O:9]2)[CH:5]=[CH:6][CH:7]=1.[C:13]1([NH2:23])[C:22]2[C:17](=[CH:18][CH:19]=[CH:20][CH:21]=2)[CH:16]=[CH:15][CH:14]=1.CC(C)([O-])C.[Na+].C(P(C(C)(C)C)C(C)(C)C)(C)(C)C, predict the reaction product. (8) Given the reactants [CH3:1][N:2]1[CH2:7][CH2:6][NH:5][CH2:4][CH2:3]1.F[C:9]1[CH:21]=[CH:20][C:12]([C:13]([O:15][C:16]([CH3:19])([CH3:18])[CH3:17])=[O:14])=[C:11]([N+:22]([O-:24])=[O:23])[CH:10]=1, predict the reaction product. The product is: [CH3:1][N:2]1[CH2:7][CH2:6][N:5]([C:9]2[CH:21]=[CH:20][C:12]([C:13]([O:15][C:16]([CH3:18])([CH3:19])[CH3:17])=[O:14])=[C:11]([N+:22]([O-:24])=[O:23])[CH:10]=2)[CH2:4][CH2:3]1. (9) Given the reactants S(S([O-])=O)([O-])=O.[I:7][C:8]1[CH:13]=[C:12]([N+:14]([O-])=O)[CH:11]=[CH:10][C:9]=1[O:17][CH3:18], predict the reaction product. The product is: [I:7][C:8]1[CH:13]=[C:12]([CH:11]=[CH:10][C:9]=1[O:17][CH3:18])[NH2:14].